This data is from Peptide-MHC class I binding affinity with 185,985 pairs from IEDB/IMGT. The task is: Regression. Given a peptide amino acid sequence and an MHC pseudo amino acid sequence, predict their binding affinity value. This is MHC class I binding data. The peptide sequence is SRTPSGKRL. The MHC is HLA-B08:03 with pseudo-sequence HLA-B08:03. The binding affinity (normalized) is 0.0847.